This data is from Forward reaction prediction with 1.9M reactions from USPTO patents (1976-2016). The task is: Predict the product of the given reaction. (1) Given the reactants C(OC(=O)[NH:7][CH2:8][CH:9]1[CH2:14][CH2:13][C:12]([F:15])=[CH:11][CH2:10]1)(C)(C)C.[ClH:17].CC(O)=O, predict the reaction product. The product is: [ClH:17].[F:15][C:12]1[CH2:13][CH2:14][CH:9]([CH2:8][NH2:7])[CH2:10][CH:11]=1. (2) Given the reactants C([O:3][C:4](=O)[CH2:5][CH2:6][C@H:7]1[CH2:11][C:10]([F:13])([F:12])[CH2:9][N:8]1[C:14]([O:16][C:17]([CH3:20])([CH3:19])[CH3:18])=[O:15])C.[H-].[H-].[H-].[H-].[Li+].[Al+3], predict the reaction product. The product is: [F:13][C:10]1([F:12])[CH2:9][N:8]([C:14]([O:16][C:17]([CH3:18])([CH3:19])[CH3:20])=[O:15])[C@@H:7]([CH2:6][CH2:5][CH2:4][OH:3])[CH2:11]1. (3) Given the reactants [OH:1][C:2]1[CH:3]=[C:4]([CH2:8][C:9]([OH:11])=O)[CH:5]=[CH:6][CH:7]=1.C(Cl)(=O)C(Cl)=O.[N:18]1C=CC=C[CH:19]=1.CN, predict the reaction product. The product is: [CH3:19][NH:18][C:9](=[O:11])[CH2:8][C:4]1[CH:5]=[CH:6][CH:7]=[C:2]([OH:1])[CH:3]=1. (4) Given the reactants Br[CH:2]([C:16]1[CH:21]=[CH:20][CH:19]=[CH:18][C:17]=1[F:22])[C:3]([C:5]1[CH:6]=[CH:7][C:8]2[O:13][CH2:12][C:11](=[O:14])[NH:10][C:9]=2[CH:15]=1)=O.[NH2:23][N:24]1[CH:28]=[C:27]([CH3:29])[N:26]=[C:25]1[SH:30].C(O)C, predict the reaction product. The product is: [F:22][C:17]1[CH:18]=[CH:19][CH:20]=[CH:21][C:16]=1[CH:2]1[S:30][C:25]2=[N:26][C:27]([CH3:29])=[CH:28][N:24]2[N:23]=[C:3]1[C:5]1[CH:6]=[CH:7][C:8]2[O:13][CH2:12][C:11](=[O:14])[NH:10][C:9]=2[CH:15]=1. (5) Given the reactants [CH2:1]([O:3][C:4]([C:6]1[N:7]=[C:8]([CH3:12])[S:9][C:10]=1[NH2:11])=[O:5])[CH3:2].[C:13](O[C:13]([O:15][C:16]([CH3:19])([CH3:18])[CH3:17])=[O:14])([O:15][C:16]([CH3:19])([CH3:18])[CH3:17])=[O:14], predict the reaction product. The product is: [CH2:1]([O:3][C:4]([C:6]1[N:7]=[C:8]([CH3:12])[S:9][C:10]=1[NH:11][C:13]([O:15][C:16]([CH3:19])([CH3:18])[CH3:17])=[O:14])=[O:5])[CH3:2].